This data is from Drug-induced liver injury (DILI) classification data. The task is: Regression/Classification. Given a drug SMILES string, predict its toxicity properties. Task type varies by dataset: regression for continuous values (e.g., LD50, hERG inhibition percentage) or binary classification for toxic/non-toxic outcomes (e.g., AMES mutagenicity, cardiotoxicity, hepatotoxicity). Dataset: dili. (1) The molecule is COC1CC(OC2C(C)C(=O)OC(C)C(C)C(OC(C)=O)C(C)C(=O)C3(CO3)CC(C)C(OC3OC(C)CC(N(C)C)C3OC(C)=O)C2C)OC(C)C1OC(C)=O. The result is 1 (causes liver injury). (2) The molecule is CN(CCOc1ccc(CC2SC(=O)NC2=O)cc1)c1ccccn1. The result is 1 (causes liver injury). (3) The compound is CC1(C)C(C=C(Cl)Cl)C1C(=O)OCc1cccc(Oc2ccccc2)c1. The result is 0 (no liver injury). (4) The drug is CC[N+](C)(C)c1cccc(O)c1. The result is 0 (no liver injury). (5) The drug is CCCCCOC(=O)Nc1nc(=O)n(C2OC(C)C(O)C2O)cc1F. The result is 1 (causes liver injury). (6) The drug is CCOC(=O)C1(c2ccccc2)CCN(CCC(C#N)(c2ccccc2)c2ccccc2)CC1. The result is 0 (no liver injury). (7) The compound is CC(C)NNC(=O)c1ccncc1. The result is 1 (causes liver injury).